From a dataset of NCI-60 drug combinations with 297,098 pairs across 59 cell lines. Regression. Given two drug SMILES strings and cell line genomic features, predict the synergy score measuring deviation from expected non-interaction effect. (1) Drug 1: COC1=C2C(=CC3=C1OC=C3)C=CC(=O)O2. Drug 2: C(CCl)NC(=O)N(CCCl)N=O. Cell line: SF-268. Synergy scores: CSS=4.71, Synergy_ZIP=-0.893, Synergy_Bliss=-12.1, Synergy_Loewe=-13.8, Synergy_HSA=-8.59. (2) Drug 1: CC=C1C(=O)NC(C(=O)OC2CC(=O)NC(C(=O)NC(CSSCCC=C2)C(=O)N1)C(C)C)C(C)C. Drug 2: C1CN(CCN1C(=O)CCBr)C(=O)CCBr. Cell line: SN12C. Synergy scores: CSS=45.1, Synergy_ZIP=-0.692, Synergy_Bliss=3.57, Synergy_Loewe=-29.4, Synergy_HSA=3.09.